Dataset: Catalyst prediction with 721,799 reactions and 888 catalyst types from USPTO. Task: Predict which catalyst facilitates the given reaction. (1) Reactant: [C:1]([NH:4][C@@H:5]1[C:26]2[C:21](=[CH:22][CH:23]=[CH:24][CH:25]=2)[C:8]2([CH2:13][CH2:12][N:11](C(OC(C)(C)C)=O)[CH2:10][CH2:9]2)[CH2:7][CH2:6]1)(=[O:3])[CH3:2].C(O)(C(F)(F)F)=O. Product: [NH:11]1[CH2:12][CH2:13][C:8]2([C:21]3[C:26](=[CH:25][CH:24]=[CH:23][CH:22]=3)[C@@H:5]([NH:4][C:1](=[O:3])[CH3:2])[CH2:6][CH2:7]2)[CH2:9][CH2:10]1. The catalyst class is: 4. (2) Reactant: [CH:1]1([NH:7][C:8]2[CH:18]=[CH:17][C:11]([C:12]([O:14][CH2:15][CH3:16])=[O:13])=[CH:10][C:9]=2[N+:19]([O-])=O)[CH2:6][CH2:5][CH2:4][CH2:3][CH2:2]1.[H][H]. The catalyst class is: 723. Product: [NH2:19][C:9]1[CH:10]=[C:11]([CH:17]=[CH:18][C:8]=1[NH:7][CH:1]1[CH2:6][CH2:5][CH2:4][CH2:3][CH2:2]1)[C:12]([O:14][CH2:15][CH3:16])=[O:13]. (3) Reactant: [H-].[Al+3].[Li+].[H-].[H-].[H-].C([O:9][C:10](=O)[C:11]1[CH:16]=[CH:15][C:14]([C:17]2[CH:22]=[CH:21][CH:20]=[CH:19][CH:18]=2)=[N:13][CH:12]=1)C.[OH-].[Na+].S([O-])([O-])(=O)=O.[Na+].[Na+]. Product: [C:17]1([C:14]2[N:13]=[CH:12][C:11]([CH2:10][OH:9])=[CH:16][CH:15]=2)[CH:22]=[CH:21][CH:20]=[CH:19][CH:18]=1. The catalyst class is: 30. (4) Reactant: [CH3:1][O:2][C:3]1[CH:12]=[C:11]2[C:6]([C:7](=[O:13])[CH:8]=[CH:9][NH:10]2)=[CH:5][C:4]=1B1OC(C)(C)C(C)(C)O1.Cl[C:24]1[N:29]=[N:28][C:27]([N:30]([CH3:41])[CH:31]2[CH2:36][C:35]([CH3:38])([CH3:37])[NH:34][C:33]([CH3:40])([CH3:39])[CH2:32]2)=[CH:26][CH:25]=1.C([O-])([O-])=O.[Na+].[Na+]. Product: [CH3:1][O:2][C:3]1[CH:12]=[C:11]2[C:6]([C:7](=[O:13])[CH:8]=[CH:9][NH:10]2)=[CH:5][C:4]=1[C:24]1[N:29]=[N:28][C:27]([N:30]([CH3:41])[CH:31]2[CH2:36][C:35]([CH3:37])([CH3:38])[NH:34][C:33]([CH3:40])([CH3:39])[CH2:32]2)=[CH:26][CH:25]=1. The catalyst class is: 203. (5) Reactant: [Br:1][C:2]1[CH:7]=[CH:6][C:5]([N+:8]([O-:10])=[O:9])=[C:4](F)[CH:3]=1.[NH2:12][C@H:13]([C:15]([OH:17])=[O:16])[CH3:14].C(=O)([O-])[O-].[K+].[K+].Cl. Product: [Br:1][C:2]1[CH:7]=[CH:6][C:5]([N+:8]([O-:10])=[O:9])=[C:4]([NH:12][C@H:13]([C:15]([OH:17])=[O:16])[CH3:14])[CH:3]=1. The catalyst class is: 40. (6) Reactant: [C:1]([NH:4][C:5]1[S:6][C:7]([C:11]2[N:12]=[C:13]([C:16]([OH:18])=O)[S:14][CH:15]=2)=[C:8]([CH3:10])[N:9]=1)(=[O:3])[CH3:2].C(Cl)(=O)C([Cl:22])=O.CN(C)C=O. Product: [C:1]([NH:4][C:5]1[S:6][C:7]([C:11]2[N:12]=[C:13]([C:16]([Cl:22])=[O:18])[S:14][CH:15]=2)=[C:8]([CH3:10])[N:9]=1)(=[O:3])[CH3:2]. The catalyst class is: 2.